From a dataset of Full USPTO retrosynthesis dataset with 1.9M reactions from patents (1976-2016). Predict the reactants needed to synthesize the given product. (1) Given the product [F:20][C@H:21]([C@H:23]1[CH2:27][O:26][C:25](=[O:28])[N:24]1[C:29]1[CH:34]=[CH:33][N:32]=[C:31]([NH:17][C@H:15]([C:12]2[N:11]=[CH:10][C:9]([C:7]3[CH:6]=[CH:5][N:4]=[C:3]([C:2]([F:1])([F:18])[F:19])[CH:8]=3)=[CH:14][CH:13]=2)[CH3:16])[N:30]=1)[CH3:22], predict the reactants needed to synthesize it. The reactants are: [F:1][C:2]([F:19])([F:18])[C:3]1[CH:8]=[C:7]([C:9]2[CH:10]=[N:11][C:12]([C@@H:15]([NH2:17])[CH3:16])=[CH:13][CH:14]=2)[CH:6]=[CH:5][N:4]=1.[F:20][C@H:21]([C@H:23]1[CH2:27][O:26][C:25](=[O:28])[N:24]1[C:29]1[CH:34]=[CH:33][N:32]=[C:31](F)[N:30]=1)[CH3:22].CCN(C(C)C)C(C)C. (2) Given the product [C:12]([Si:9]([CH3:11])([CH3:10])[O:8][CH2:7][CH2:6][C:5]([CH3:17])([CH3:16])[CH2:4][CH:3]1[CH2:2][NH:1][CH:33]([C:32]2[CH:35]=[CH:36][CH:37]=[C:30]([Cl:29])[C:31]=2[F:38])[C:18]21[C:26]1[C:21](=[CH:22][C:23]([Cl:27])=[CH:24][CH:25]=1)[NH:20][C:19]2=[O:28])([CH3:13])([CH3:14])[CH3:15], predict the reactants needed to synthesize it. The reactants are: [NH2:1][CH2:2][CH:3]([CH:18]1[C:26]2[C:21](=[CH:22][C:23]([Cl:27])=[CH:24][CH:25]=2)[NH:20][C:19]1=[O:28])[CH2:4][C:5]([CH3:17])([CH3:16])[CH2:6][CH2:7][O:8][Si:9]([C:12]([CH3:15])([CH3:14])[CH3:13])([CH3:11])[CH3:10].[Cl:29][C:30]1[C:31]([F:38])=[C:32]([CH:35]=[CH:36][CH:37]=1)[CH:33]=O.O.C1(C)C=CC(S(O)(=O)=O)=CC=1. (3) Given the product [CH2:32]([O:18][C@H:14]([CH2:13][CH2:12][NH:11][C:9]([O:8][CH2:1][C:2]1[CH:3]=[CH:4][CH:5]=[CH:6][CH:7]=1)=[O:10])[C:15]([OH:17])=[O:16])[C:33]1[CH:38]=[CH:37][CH:36]=[CH:35][CH:34]=1, predict the reactants needed to synthesize it. The reactants are: [CH2:1]([O:8][C:9]([NH:11][CH2:12][CH2:13][C@@H:14]([OH:18])[C:15]([OH:17])=[O:16])=[O:10])[C:2]1[CH:7]=[CH:6][CH:5]=[CH:4][CH:3]=1.[O-2].[Ba+2].O.O.O.O.O.O.O.O.[OH-].[Ba+2].[OH-].[CH2:32](Br)[C:33]1[CH:38]=[CH:37][CH:36]=[CH:35][CH:34]=1.Cl. (4) Given the product [Cl:10][C:11]1[CH:12]=[C:13]([CH:26]=[CH:27][C:28]=1[O:29][CH2:30][C:31]1[CH:36]=[CH:35][CH:34]=[C:33]([F:37])[CH:32]=1)[NH:14][C:15]1[C:24]2[C:19](=[CH:20][CH:21]=[CH:22][C:23]=2[O:9][CH2:8][CH:3]2[CH2:4][CH2:5][CH2:6][CH2:7][N:2]2[CH3:1])[N:18]=[CH:17][N:16]=1, predict the reactants needed to synthesize it. The reactants are: [CH3:1][N:2]1[CH2:7][CH2:6][CH2:5][CH2:4][CH:3]1[CH2:8][OH:9].[Cl:10][C:11]1[CH:12]=[C:13]([CH:26]=[CH:27][C:28]=1[O:29][CH2:30][C:31]1[CH:36]=[CH:35][CH:34]=[C:33]([F:37])[CH:32]=1)[NH:14][C:15]1[C:24]2[C:19](=[CH:20][CH:21]=[CH:22][C:23]=2F)[N:18]=[CH:17][N:16]=1. (5) Given the product [C:36]([NH:10][CH:11]1[CH2:12][CH2:13][N:14]([S:17]([C:20]2[CH:21]=[CH:22][C:23]([N:26]([CH3:35])[C:27]([CH:29]3[CH2:34][CH2:33][O:32][CH2:31][CH2:30]3)=[O:28])=[CH:24][CH:25]=2)(=[O:18])=[O:19])[CH2:15][CH2:16]1)(=[O:39])[CH:37]=[CH2:38], predict the reactants needed to synthesize it. The reactants are: C(N(C(C)C)CC)(C)C.[NH2:10][CH:11]1[CH2:16][CH2:15][N:14]([S:17]([C:20]2[CH:25]=[CH:24][C:23]([N:26]([CH3:35])[C:27]([CH:29]3[CH2:34][CH2:33][O:32][CH2:31][CH2:30]3)=[O:28])=[CH:22][CH:21]=2)(=[O:19])=[O:18])[CH2:13][CH2:12]1.[C:36](Cl)(=[O:39])[CH:37]=[CH2:38]. (6) Given the product [O:35]=[C:8]1[CH2:7][C:15]2[C:10](=[CH:11][CH:12]=[C:13]([C:16]([C:18]3[CH:23]=[CH:22][C:21]([NH:24][C:25](=[O:26])[CH3:27])=[CH:20][CH:19]=3)=[O:17])[CH:14]=2)[NH:9]1, predict the reactants needed to synthesize it. The reactants are: C(Cl)(=O)C.OC=[C:7]1[C:15]2[C:10](=[CH:11][CH:12]=[C:13]([C:16]([C:18]3[CH:23]=[CH:22][C:21]([NH:24][C:25]([C:27]4N(CC)N=C(C)C=4)=[O:26])=[CH:20][CH:19]=3)=[O:17])[CH:14]=2)[NH:9][C:8]1=[O:35]. (7) Given the product [C:8]([CH2:9][N:4]1[CH2:5][CH2:6][CH2:7][C@H:3]1[CH3:2])#[N:10], predict the reactants needed to synthesize it. The reactants are: Cl.[CH3:2][C@@H:3]1[CH2:7][CH2:6][CH2:5][NH:4]1.[CH2:8]([N:10](CC)CC)[CH3:9].BrCC#N. (8) Given the product [P:10]([OH:47])([OH:42])([O:12][CH2:13][N:14]([C:32]([C:34]1[C:39]([F:40])=[CH:38][CH:37]=[CH:36][C:35]=1[F:41])=[O:33])[C:15]1[CH:16]=[N:17][N:18]([CH2:20][C:21]2[C:26]([C:27]([F:30])([F:28])[F:29])=[CH:25][CH:24]=[CH:23][C:22]=2[F:31])[CH:19]=1)=[O:11], predict the reactants needed to synthesize it. The reactants are: C(O)(=O)C.C([O-])(=O)C.[Na+].[P:10]([O:47]C(C)(C)C)([O:42]C(C)(C)C)([O:12][CH2:13][N:14]([C:32]([C:34]1[C:39]([F:40])=[CH:38][CH:37]=[CH:36][C:35]=1[F:41])=[O:33])[C:15]1[CH:16]=[N:17][N:18]([CH2:20][C:21]2[C:26]([C:27]([F:30])([F:29])[F:28])=[CH:25][CH:24]=[CH:23][C:22]=2[F:31])[CH:19]=1)=[O:11].[OH-].[Na+]. (9) The reactants are: Cl[C:2]1[CH:7]=[C:6](Cl)[N:5]=[CH:4][N:3]=1.[CH3:9][O-:10].[Na+].[CH3:12][OH:13]. Given the product [CH3:9][O:10][C:2]1[CH:7]=[C:6]([O:13][CH3:12])[N:5]=[CH:4][N:3]=1, predict the reactants needed to synthesize it.